From a dataset of Catalyst prediction with 721,799 reactions and 888 catalyst types from USPTO. Predict which catalyst facilitates the given reaction. The catalyst class is: 15. Reactant: [C:1]([C:3]([C:23](=O)[CH3:24])=[CH:4][C:5]1[O:13][C:12]2[CH:11]=[CH:10][N:9]=[C:8]([NH:14][C:15](=[O:22])[C:16]3[CH:21]=[CH:20][CH:19]=[CH:18][CH:17]=3)[C:7]=2[CH:6]=1)#[N:2].[NH2:26][C:27]([C:31]1[CH:36]=[CH:35][C:34]([F:37])=[CH:33][CH:32]=1)=[CH:28][C:29]#[N:30]. Product: [C:29]([C:28]1[CH:4]([C:5]2[O:13][C:12]3[CH:11]=[CH:10][N:9]=[C:8]([NH:14][C:15](=[O:22])[C:16]4[CH:21]=[CH:20][CH:19]=[CH:18][CH:17]=4)[C:7]=3[CH:6]=2)[C:3]([C:1]#[N:2])=[C:23]([CH3:24])[NH:26][C:27]=1[C:31]1[CH:32]=[CH:33][C:34]([F:37])=[CH:35][CH:36]=1)#[N:30].